This data is from Full USPTO retrosynthesis dataset with 1.9M reactions from patents (1976-2016). The task is: Predict the reactants needed to synthesize the given product. (1) Given the product [CH2:21]([C:12]1([CH2:16][CH3:18])[C:6]2[CH:5]=[CH:4][C:3]([O:2][CH3:1])=[CH:14][C:7]=2[CH2:8][CH2:9][CH2:10][C:11]1=[O:13])[CH3:22], predict the reactants needed to synthesize it. The reactants are: [CH3:1][O:2][C:3]1[CH:4]=[CH:5][C:6]2[CH2:12][C:11](=[O:13])[CH2:10][CH2:9][CH2:8][C:7]=2[CH:14]=1.C[C:16]([O-])([CH3:18])C.[K+].[CH2:21](I)[CH3:22]. (2) Given the product [CH3:1][O:2][C:3]1[CH:4]=[C:5]([N:26]2[CH2:31][CH2:30][S:29](=[O:32])[CH2:28][CH2:27]2)[CH:6]=[CH:7][C:8]=1[C:9]1[O:10][C:11]([C:14]2[C:15]([C:20]3[CH:25]=[CH:24][CH:23]=[CH:22][CH:21]=3)=[N:16][O:17][C:18]=2[CH3:19])=[N:12][N:13]=1, predict the reactants needed to synthesize it. The reactants are: [CH3:1][O:2][C:3]1[CH:4]=[C:5]([N:26]2[CH2:31][CH2:30][S:29][CH2:28][CH2:27]2)[CH:6]=[CH:7][C:8]=1[C:9]1[O:10][C:11]([C:14]2[C:15]([C:20]3[CH:25]=[CH:24][CH:23]=[CH:22][CH:21]=3)=[N:16][O:17][C:18]=2[CH3:19])=[N:12][N:13]=1.[OH:32]OS([O-])=O.[K+].S(=O)(O)[O-].[Na+].C(=O)([O-])[O-].[Na+].[Na+].